From a dataset of Forward reaction prediction with 1.9M reactions from USPTO patents (1976-2016). Predict the product of the given reaction. The product is: [C:1]([NH:24][CH2:25][CH2:26][NH:27][P:28](=[O:48])([O:29][CH3:30])[O:62][CH2:61][C@H:59]1[S:60][CH2:56][C@@H:57]([N:63]2[CH:64]=[CH:65][C:66]([NH2:70])=[N:67][C:68]2=[O:69])[O:58]1)(=[O:23])[CH2:2][CH2:3]/[CH:4]=[CH:5]\[CH2:6]/[CH:7]=[CH:8]\[CH2:9]/[CH:10]=[CH:11]\[CH2:12]/[CH:13]=[CH:14]\[CH2:15]/[CH:16]=[CH:17]\[CH2:18]/[CH:19]=[CH:20]\[CH2:21][CH3:22]. Given the reactants [C:1]([NH:24][CH2:25][CH2:26][NH:27][P:28](=O)([O:48]C1C=CC=CC=1)[O:29][CH2:30][C@@H]1[C@@H](N=[N+]=[N-])C[C@@H](N2C=C(C)C(=O)NC2=O)O1)(=[O:23])[CH2:2][CH2:3]/[CH:4]=[CH:5]\[CH2:6]/[CH:7]=[CH:8]\[CH2:9]/[CH:10]=[CH:11]\[CH2:12]/[CH:13]=[CH:14]\[CH2:15]/[CH:16]=[CH:17]\[CH2:18]/[CH:19]=[CH:20]\[CH2:21][CH3:22].[CH2:56]1[S:60][C@H:59]([CH2:61][OH:62])[O:58][C@@H:57]1[N:63]1[C:68](=[O:69])[N:67]=[C:66]([NH2:70])[CH:65]=[CH:64]1, predict the reaction product.